From a dataset of CYP3A4 inhibition data for predicting drug metabolism from PubChem BioAssay. Regression/Classification. Given a drug SMILES string, predict its absorption, distribution, metabolism, or excretion properties. Task type varies by dataset: regression for continuous measurements (e.g., permeability, clearance, half-life) or binary classification for categorical outcomes (e.g., BBB penetration, CYP inhibition). Dataset: cyp3a4_veith. (1) The drug is CN1CCN(c2ncc3ncc(=O)n(CCC#N)c3n2)CC1. The result is 0 (non-inhibitor). (2) The compound is N#CC(C#N)=Cc1cc(O)c(O)c(O)c1. The result is 1 (inhibitor). (3) The molecule is Cn1c(=O)c2c(ncn2C[C@@H](O)CO)n(C)c1=O. The result is 0 (non-inhibitor). (4) The compound is c1ccc(B2OC[C@@H]([C@H]3OB(c4ccccc4)O[C@H]4COB(c5ccccc5)O[C@H]43)O2)cc1. The result is 0 (non-inhibitor). (5) The molecule is C=CCn1c(CSCc2ccccc2)nnc1SCC(=O)NCc1ccccc1. The result is 1 (inhibitor). (6) The compound is CN1CCCC2(CCN(C(=O)c3ccncc3)CC2)C1. The result is 0 (non-inhibitor).